Dataset: Reaction yield outcomes from USPTO patents with 853,638 reactions. Task: Predict the reaction yield, written as a fraction of the theoretical maximum amount of product (1.0 means a 100% yield; for example, 0.34 means a 34% yield). (1) The reactants are [C:1]([C:5]1[CH:6]=[C:7]([N+:15]([O-:17])=[O:16])[C:8]([O:13][CH3:14])=[C:9]([CH2:11]Cl)[CH:10]=1)([CH3:4])([CH3:3])[CH3:2].[C-:18]#[N:19].[K+]. The catalyst is O1CCOCC1.C(O)C.O. The product is [C:1]([C:5]1[CH:6]=[C:7]([N+:15]([O-:17])=[O:16])[C:8]([O:13][CH3:14])=[C:9]([CH2:11][C:18]#[N:19])[CH:10]=1)([CH3:4])([CH3:3])[CH3:2]. The yield is 0.990. (2) The yield is 0.990. The reactants are O[C:2]1[CH:7]=[CH:6][N:5]=[CH:4][C:3]=1[N+:8]([O-:10])=[O:9].P(Cl)(Cl)(Cl)(Cl)[Cl:12]. The product is [Cl:12][C:2]1[CH:7]=[CH:6][N:5]=[CH:4][C:3]=1[N+:8]([O-:10])=[O:9]. The catalyst is O=P(Cl)(Cl)Cl. (3) The product is [CH2:1]([C@@H:3]1[CH2:8][C@H:7]([OH:6])[CH2:9][C@@H:4]1[C:5]([NH:12][NH:11][C:13]1[N:14]=[C:15]2[CH:21]=[CH:20][N:19]([S:22]([C:25]3[CH:31]=[CH:30][C:28]([CH3:29])=[CH:27][CH:26]=3)(=[O:24])=[O:23])[C:16]2=[N:17][CH:18]=1)=[O:10])[CH3:2]. The yield is 0.710. The reactants are [CH2:1]([C@@H:3]1[CH2:8][C@H:7]2[CH2:9][C@@H:4]1[C:5](=[O:10])[O:6]2)[CH3:2].[NH:11]([C:13]1[N:14]=[C:15]2[CH:21]=[CH:20][N:19]([S:22]([C:25]3[CH:31]=[CH:30][C:28]([CH3:29])=[CH:27][CH:26]=3)(=[O:24])=[O:23])[C:16]2=[N:17][CH:18]=1)[NH2:12].C[Al](C)C.Cl. The catalyst is O1CCOCC1.